The task is: Regression/Classification. Given a drug SMILES string, predict its absorption, distribution, metabolism, or excretion properties. Task type varies by dataset: regression for continuous measurements (e.g., permeability, clearance, half-life) or binary classification for categorical outcomes (e.g., BBB penetration, CYP inhibition). For this dataset (vdss_lombardo), we predict log10(VDss) (log10 of volume of distribution in L/kg).. This data is from Volume of distribution at steady state (VDss) regression data from Lombardo et al.. The log10(VDss) is 0.910. The compound is O=C(OC1C[NH+]2CCC1CC2)N1CCc2ccccc2C1c1ccccc1.